The task is: Predict the reactants needed to synthesize the given product.. This data is from Full USPTO retrosynthesis dataset with 1.9M reactions from patents (1976-2016). (1) The reactants are: Br[C:2]1[C:3]([C:11]2[C:12]([F:30])=[C:13]([NH:18][S:19]([C:22]3[CH:27]=[C:26]([F:28])[CH:25]=[CH:24][C:23]=3[F:29])(=[O:21])=[O:20])[CH:14]=[CH:15][C:16]=2[F:17])=[N:4][N:5]([CH2:7][CH:8]([CH3:10])[CH3:9])[CH:6]=1.CC1(C)C(C)(C)OB([C:39]2[CH:44]=[CH:43][N:42]=[CH:41][CH:40]=2)O1.C(=O)([O-])[O-].[Na+].[Na+]. Given the product [CH2:7]([N:5]1[CH:6]=[C:2]([C:39]2[CH:44]=[CH:43][N:42]=[CH:41][CH:40]=2)[C:3]([C:11]2[C:12]([F:30])=[C:13]([NH:18][S:19]([C:22]3[CH:27]=[C:26]([F:28])[CH:25]=[CH:24][C:23]=3[F:29])(=[O:21])=[O:20])[CH:14]=[CH:15][C:16]=2[F:17])=[N:4]1)[CH:8]([CH3:9])[CH3:10], predict the reactants needed to synthesize it. (2) Given the product [ClH:1].[S:20]1[CH:21]=[CH:22][C:18]([CH2:17][CH2:16][N:13]2[CH:6]=[C:5]([CH2:4][CH2:3][CH2:2][C:7]3[N:8]=[C:9]([NH2:12])[NH:10][CH:11]=3)[N:15]=[N:14]2)=[CH:19]1, predict the reactants needed to synthesize it. The reactants are: [ClH:1].[CH2:2]([C:7]1[N:8]=[C:9]([NH2:12])[NH:10][CH:11]=1)[CH2:3][CH2:4][C:5]#[CH:6].[N:13]([CH2:16][CH2:17][C:18]1[CH:22]=[CH:21][S:20][CH:19]=1)=[N+:14]=[N-:15]. (3) Given the product [C:33]([O:32][C:30]([NH:29][CH2:28][CH2:27][CH2:26][C@H:25]([NH:24][C:22](=[O:23])[O:21][CH2:14][C:15]1[CH:16]=[CH:17][CH:18]=[CH:19][CH:20]=1)[CH2:37][OH:38])=[O:31])([CH3:36])([CH3:34])[CH3:35], predict the reactants needed to synthesize it. The reactants are: CN1CCOCC1.ClC(OCC)=O.[CH2:14]([O:21][C:22]([NH:24][C@H:25]([C:37](O)=[O:38])[CH2:26][CH2:27][CH2:28][NH:29][C:30]([O:32][C:33]([CH3:36])([CH3:35])[CH3:34])=[O:31])=[O:23])[C:15]1[CH:20]=[CH:19][CH:18]=[CH:17][CH:16]=1.[H-].[Al+3].[Li+].[H-].[H-].[H-].[OH-].[Na+]. (4) The reactants are: Cl[O-].[Na+].C(=O)(O)[O-].[Na+].[CH2:9]([O:16][CH2:17][CH:18]([OH:28])[CH2:19][O:20][CH2:21][C:22]1[CH:27]=[CH:26][CH:25]=[CH:24][CH:23]=1)[C:10]1[CH:15]=[CH:14][CH:13]=[CH:12][CH:11]=1.CC1(C)N([O])C(C)(C)CCC1. Given the product [CH2:9]([O:16][CH2:17][C:18](=[O:28])[CH2:19][O:20][CH2:21][C:22]1[CH:27]=[CH:26][CH:25]=[CH:24][CH:23]=1)[C:10]1[CH:11]=[CH:12][CH:13]=[CH:14][CH:15]=1, predict the reactants needed to synthesize it. (5) Given the product [CH3:14][O:13][C:11](=[O:12])[C:10]1[CH:16]=[CH:17][C:7]([NH:6][C:4](=[O:5])[CH2:3][N:2]=[CH:32][C:29]2([CH2:28][F:27])[CH2:31][CH2:30]2)=[C:8]([O:18][CH3:19])[CH:9]=1, predict the reactants needed to synthesize it. The reactants are: Cl.[NH2:2][CH2:3][C:4]([NH:6][C:7]1[CH:17]=[CH:16][C:10]([C:11]([O:13][CH2:14]C)=[O:12])=[CH:9][C:8]=1[O:18][CH3:19])=[O:5].C(N(CC)CC)C.[F:27][CH2:28][C:29]1([CH2:32]C=O)[CH2:31][CH2:30]1.